Dataset: Full USPTO retrosynthesis dataset with 1.9M reactions from patents (1976-2016). Task: Predict the reactants needed to synthesize the given product. Given the product [N:56]1[C:57]2[C:52](=[CH:51][CH:50]=[C:49]([O:19][CH2:20][CH:21]3[CH2:22][CH2:23][N:24]([C:27]([O:29][CH2:30][C:31]([NH2:1])=[O:33])=[O:28])[CH2:25][CH2:26]3)[CH:58]=2)[CH:53]=[CH:54][CH:55]=1, predict the reactants needed to synthesize it. The reactants are: [N:1](C(N1CCCCC1)=O)=NC(N1CCCCC1)=O.[OH:19][CH2:20][CH:21]1[CH2:26][CH2:25][N:24]([C:27]([O:29][CH2:30][C:31]([O:33]C)=O)=[O:28])[CH2:23][CH2:22]1.C(P(CCCC)CCCC)CCC.O[C:49]1[CH:58]=[C:57]2[C:52]([CH:53]=[CH:54][CH:55]=[N:56]2)=[CH:51][CH:50]=1.